This data is from Forward reaction prediction with 1.9M reactions from USPTO patents (1976-2016). The task is: Predict the product of the given reaction. Given the reactants [NH2:1][C:2]1[CH:7]=[CH:6][C:5]([C:8]2[N:12]([C:13]3[CH:18]=[CH:17][C:16]([S:19]([CH3:22])(=[O:21])=[O:20])=[CH:15][CH:14]=3)[CH:11]=[N:10][C:9]=2[Cl:23])=[CH:4][CH:3]=1.CN(C=O)C.N1C=CC=CC=1.Cl[C:36]([O:38][CH2:39][CH2:40][Cl:41])=[O:37], predict the reaction product. The product is: [Cl:23][C:9]1[N:10]=[CH:11][N:12]([C:13]2[CH:18]=[CH:17][C:16]([S:19]([CH3:22])(=[O:20])=[O:21])=[CH:15][CH:14]=2)[C:8]=1[C:5]1[CH:6]=[CH:7][C:2]([NH:1][C:36]([O:38][CH2:39][CH2:40][Cl:41])=[O:37])=[CH:3][CH:4]=1.